Dataset: Full USPTO retrosynthesis dataset with 1.9M reactions from patents (1976-2016). Task: Predict the reactants needed to synthesize the given product. (1) Given the product [C@H:5]([OH:6])([C@H:3]([OH:4])[C:2]([OH:16])=[O:1])[C@H:7]([OH:8])[C@@H:9]([OH:10])[C:11]([OH:13])=[O:12], predict the reactants needed to synthesize it. The reactants are: [O:1]=[CH:2][C@@H:3]([C@H:5]([C@H:7]([C@@H:9]([C:11]([OH:13])=[O:12])[OH:10])[OH:8])[OH:6])[OH:4].C(N)(=[O:16])C. (2) Given the product [Br:1][C:2]1[CH:7]=[CH:6][C:5]([C:8]([C:12]2[CH:17]=[CH:16][C:15]([Br:18])=[CH:14][CH:13]=2)=[CH:9][CH2:10][O:19][C:20]2[CH:31]=[CH:30][C:23]([O:24][CH2:25][C:26]([O:28][CH3:29])=[O:27])=[C:22]([CH3:32])[CH:21]=2)=[CH:4][CH:3]=1, predict the reactants needed to synthesize it. The reactants are: [Br:1][C:2]1[CH:7]=[CH:6][C:5]([C:8]([C:12]2[CH:17]=[CH:16][C:15]([Br:18])=[CH:14][CH:13]=2)=[CH:9][CH2:10]Cl)=[CH:4][CH:3]=1.[OH:19][C:20]1[CH:31]=[CH:30][C:23]([O:24][CH2:25][C:26]([O:28][CH3:29])=[O:27])=[C:22]([CH3:32])[CH:21]=1.C(=O)([O-])[O-].[Cs+].[Cs+].C(Cl)Cl. (3) The reactants are: Cl.O.[OH:3][C:4]12[C:15]3[C:10](=[C:11]([N+:16]([O-])=O)[CH:12]=[CH:13][CH:14]=3)[C:9](=[O:19])[C:8]1([NH:20][C:21]([C:23]1[CH:24]=[C:25]3[C:31]([CH3:32])=[N:30][N:29]([CH3:33])[C:26]3=[N:27][CH:28]=1)=[O:22])[C:7]1[CH:34]=[CH:35][C:36]([CH:38]([CH3:40])[CH3:39])=[CH:37][C:6]=1[O:5]2. Given the product [NH2:16][C:11]1[CH:12]=[CH:13][CH:14]=[C:15]2[C:10]=1[C:9](=[O:19])[C:8]1([NH:20][C:21]([C:23]3[CH:24]=[C:25]4[C:31]([CH3:32])=[N:30][N:29]([CH3:33])[C:26]4=[N:27][CH:28]=3)=[O:22])[C:7]3[CH:34]=[CH:35][C:36]([CH:38]([CH3:40])[CH3:39])=[CH:37][C:6]=3[O:5][C:4]12[OH:3], predict the reactants needed to synthesize it. (4) Given the product [CH3:1][C:2]1[CH:6]=[C:5]([CH3:7])[N:4]([C:8]2[CH:17]=[CH:16][C:15]([O:18][CH3:19])=[CH:14][C:9]=2[CH2:10][OH:11])[N:3]=1, predict the reactants needed to synthesize it. The reactants are: [CH3:1][C:2]1[CH:6]=[C:5]([CH3:7])[N:4]([C:8]2[CH:17]=[CH:16][C:15]([O:18][CH3:19])=[CH:14][C:9]=2[C:10](OC)=[O:11])[N:3]=1.[H-].[H-].[H-].[H-].[Li+].[Al+3]. (5) The reactants are: CC1(C)CO[C:5]2([CH2:9][C@@H:8]([C:10]([O:12][CH2:13][C:14]3[CH:19]=[CH:18][CH:17]=[CH:16][CH:15]=3)=[O:11])[CH2:7][CH2:6]2)[O:4]C1.Cl. Given the product [O:4]=[C:5]1[CH2:6][CH2:7][C@H:8]([C:10]([O:12][CH2:13][C:14]2[CH:15]=[CH:16][CH:17]=[CH:18][CH:19]=2)=[O:11])[CH2:9]1, predict the reactants needed to synthesize it. (6) Given the product [C:17]1([NH:16][C:1]([CH2:4][CH2:5][C:6]2[C:14]3[B:13]([OH:15])[O:12][CH2:11][C:10]=3[CH:9]=[CH:8][CH:7]=2)=[O:3])[CH:22]=[CH:21][CH:20]=[CH:19][CH:18]=1, predict the reactants needed to synthesize it. The reactants are: [C:1]([CH2:4][CH2:5][C:6]1[C:14]2[B:13]([OH:15])[O:12][CH2:11][C:10]=2[CH:9]=[CH:8][CH:7]=1)([OH:3])=O.[NH2:16][C:17]1[CH:22]=[CH:21][CH:20]=[CH:19][CH:18]=1.CCN=C=NCCCN(C)C. (7) Given the product [C:11]([O:15][C:16]([C:18]1[CH:19]=[CH:20][C:21]([CH2:24][CH2:25][CH:26]([CH2:39][C:40]2[CH:45]=[CH:44][C:43]([C:46]([O:48][CH3:49])=[O:47])=[CH:42][CH:41]=2)[C:27]([OH:29])=[O:28])=[CH:22][CH:23]=1)=[O:17])([CH3:13])([CH3:14])[CH3:12], predict the reactants needed to synthesize it. The reactants are: C(N(CC)CC)C.C(O)=O.[C:11]([O:15][C:16]([C:18]1[CH:23]=[CH:22][C:21]([CH2:24][CH2:25][C:26]([CH2:39][C:40]2[CH:45]=[CH:44][C:43]([C:46]([O:48][CH3:49])=[O:47])=[CH:42][CH:41]=2)(C(OCC=C)=O)[C:27]([O:29]CC=C)=[O:28])=[CH:20][CH:19]=1)=[O:17])([CH3:14])([CH3:13])[CH3:12].C1(P(C2C=CC=CC=2)C2C=CC=CC=2)C=CC=CC=1. (8) Given the product [Br:9][C:10]1[CH:17]=[CH:16][C:13]([CH:14]=[CH:4][C:2](=[O:3])[C:1]([OH:6])=[O:5])=[C:12]([F:18])[CH:11]=1, predict the reactants needed to synthesize it. The reactants are: [C:1]([OH:6])(=[O:5])[C:2]([CH3:4])=[O:3].[OH-].[Na+].[Br:9][C:10]1[CH:17]=[CH:16][C:13]([CH:14]=O)=[C:12]([F:18])[CH:11]=1. (9) Given the product [CH2:36]([NH:38][C:39](=[O:45])[CH2:40][CH2:41][CH2:42][N:43]([CH3:44])[C:32]([C:17]1[CH:18]=[C:19]2[C:14](=[CH:15][CH:16]=1)[N:13]([CH2:12][CH2:11][F:10])[C:25]1[CH2:24][CH2:23][CH:22]([CH:26]3[CH2:27][CH2:28][O:29][CH2:30][CH2:31]3)[CH2:21][C:20]2=1)=[O:33])[CH3:37], predict the reactants needed to synthesize it. The reactants are: C(N(CC)C(C)C)(C)C.[F:10][CH2:11][CH2:12][N:13]1[C:25]2[CH2:24][CH2:23][CH:22]([CH:26]3[CH2:31][CH2:30][O:29][CH2:28][CH2:27]3)[CH2:21][C:20]=2[C:19]2[C:14]1=[CH:15][CH:16]=[C:17]([C:32](O)=[O:33])[CH:18]=2.Cl.[CH2:36]([NH:38][C:39](=[O:45])[CH2:40][CH2:41][CH2:42][NH:43][CH3:44])[CH3:37].CN(C(ON1N=NC2C=CC=NC1=2)=[N+](C)C)C.F[P-](F)(F)(F)(F)F. (10) Given the product [O:16]=[C:14]([CH3:15])[CH2:13][S:1][C:2]1[CH:3]=[C:4]([CH2:8][C:9]([OH:11])=[O:10])[CH:5]=[CH:6][CH:7]=1, predict the reactants needed to synthesize it. The reactants are: [SH:1][C:2]1[CH:3]=[C:4]([CH2:8][C:9]([OH:11])=[O:10])[CH:5]=[CH:6][CH:7]=1.Cl[CH2:13][C:14](=[O:16])[CH3:15].C(N(CC)C(C)C)(C)C.O.